Binary Classification. Given a drug SMILES string, predict its activity (active/inactive) in a high-throughput screening assay against a specified biological target. From a dataset of Kir2.1 potassium channel HTS with 301,493 compounds. (1) The drug is S1\C(C(=O)N(CC(O)=O)C1=S)=C\C(=C/c1occc1)C. The result is 0 (inactive). (2) The compound is s1c(NCCCOc2cc(CN3CCCCC3)ccc2)nc2c1cccc2. The result is 1 (active). (3) The result is 0 (inactive). The compound is s1c(NC(=O)C(CC)c2ccccc2)ncc1. (4) The compound is S(=O)(=O)(CCC(=O)Nc1sc(c(c1C#N)C)C)c1ccccc1. The result is 0 (inactive).